This data is from Peptide-MHC class I binding affinity with 185,985 pairs from IEDB/IMGT. The task is: Regression. Given a peptide amino acid sequence and an MHC pseudo amino acid sequence, predict their binding affinity value. This is MHC class I binding data. (1) The peptide sequence is STFAASGPF. The MHC is HLA-B07:02 with pseudo-sequence HLA-B07:02. The binding affinity (normalized) is 0.0847. (2) The peptide sequence is RYPRSVLTF. The MHC is HLA-A24:03 with pseudo-sequence HLA-A24:03. The binding affinity (normalized) is 1.00. (3) The peptide sequence is RRRPVTRPL. The MHC is HLA-B18:01 with pseudo-sequence HLA-B18:01. The binding affinity (normalized) is 0.0847. (4) The peptide sequence is TTILGLLPM. The binding affinity (normalized) is 0.464. The MHC is HLA-B58:01 with pseudo-sequence HLA-B58:01. (5) The peptide sequence is YLVPGEGEQ. The MHC is HLA-A69:01 with pseudo-sequence HLA-A69:01. The binding affinity (normalized) is 0.0847. (6) The peptide sequence is VPWPNASLTP. The MHC is Mamu-A2201 with pseudo-sequence Mamu-A2201. The binding affinity (normalized) is 0. (7) The peptide sequence is KVFFGPIYY. The MHC is HLA-A30:01 with pseudo-sequence HLA-A30:01. The binding affinity (normalized) is 0.590. (8) The peptide sequence is RRSRRSLTV. The MHC is HLA-B27:05 with pseudo-sequence HLA-B27:05. The binding affinity (normalized) is 0.450. (9) The peptide sequence is FLKEQGGL. The MHC is HLA-B44:02 with pseudo-sequence HLA-B44:02. The binding affinity (normalized) is 0.